Dataset: NCI-60 drug combinations with 297,098 pairs across 59 cell lines. Task: Regression. Given two drug SMILES strings and cell line genomic features, predict the synergy score measuring deviation from expected non-interaction effect. (1) Drug 1: C1CCC(C1)C(CC#N)N2C=C(C=N2)C3=C4C=CNC4=NC=N3. Drug 2: C1=CC(=C2C(=C1NCCNCCO)C(=O)C3=C(C=CC(=C3C2=O)O)O)NCCNCCO. Cell line: HL-60(TB). Synergy scores: CSS=14.3, Synergy_ZIP=2.74, Synergy_Bliss=-5.37, Synergy_Loewe=-44.5, Synergy_HSA=-9.83. (2) Drug 1: CC1=C2C(C(=O)C3(C(CC4C(C3C(C(C2(C)C)(CC1OC(=O)C(C(C5=CC=CC=C5)NC(=O)OC(C)(C)C)O)O)OC(=O)C6=CC=CC=C6)(CO4)OC(=O)C)OC)C)OC. Drug 2: CC12CCC3C(C1CCC2=O)CC(=C)C4=CC(=O)C=CC34C. Cell line: SK-MEL-2. Synergy scores: CSS=61.4, Synergy_ZIP=1.89, Synergy_Bliss=2.82, Synergy_Loewe=3.49, Synergy_HSA=7.00. (3) Drug 1: CC1=C2C(C(=O)C3(C(CC4C(C3C(C(C2(C)C)(CC1OC(=O)C(C(C5=CC=CC=C5)NC(=O)OC(C)(C)C)O)O)OC(=O)C6=CC=CC=C6)(CO4)OC(=O)C)OC)C)OC. Drug 2: COC1=C(C=C2C(=C1)N=CN=C2NC3=CC(=C(C=C3)F)Cl)OCCCN4CCOCC4. Cell line: SR. Synergy scores: CSS=92.3, Synergy_ZIP=5.95, Synergy_Bliss=6.17, Synergy_Loewe=2.10, Synergy_HSA=7.62. (4) Drug 1: C1CCC(CC1)NC(=O)N(CCCl)N=O. Drug 2: CCC1=C2CN3C(=CC4=C(C3=O)COC(=O)C4(CC)O)C2=NC5=C1C=C(C=C5)O. Cell line: SF-268. Synergy scores: CSS=47.7, Synergy_ZIP=-4.15, Synergy_Bliss=-0.218, Synergy_Loewe=-6.27, Synergy_HSA=2.09. (5) Drug 1: CC(CN1CC(=O)NC(=O)C1)N2CC(=O)NC(=O)C2. Drug 2: CC1C(C(CC(O1)OC2CC(CC3=C2C(=C4C(=C3O)C(=O)C5=C(C4=O)C(=CC=C5)OC)O)(C(=O)C)O)N)O.Cl. Cell line: A498. Synergy scores: CSS=34.1, Synergy_ZIP=0.627, Synergy_Bliss=2.50, Synergy_Loewe=4.55, Synergy_HSA=4.97.